The task is: Predict the reaction yield, written as a fraction of the theoretical maximum amount of product (1.0 means a 100% yield; for example, 0.34 means a 34% yield).. This data is from Reaction yield outcomes from USPTO patents with 853,638 reactions. (1) The reactants are [N:1]1[CH:6]=[CH:5][CH:4]=[CH:3][C:2]=1[C:7]1[C:11]([CH2:12][O:13][C:14]2[N:19]=[N:18][C:17]([C:20]([OH:22])=O)=[CH:16][CH:15]=2)=[CH:10][O:9][N:8]=1.FC1C=[CH:26][C:27]([C:30]2C(COC3N=[N:28][C:27]([C:30](O)=O)=[CH:26]C=3)=C(C)ON=2)=[N:28]C=1.C(N)(C)C. No catalyst specified. The product is [CH:27]([NH:28][C:20]([C:17]1[N:18]=[N:19][C:14]([O:13][CH2:12][C:11]2[C:7]([C:2]3[CH:3]=[CH:4][CH:5]=[CH:6][N:1]=3)=[N:8][O:9][CH:10]=2)=[CH:15][CH:16]=1)=[O:22])([CH3:30])[CH3:26]. The yield is 0.800. (2) The reactants are [CH3:1][C:2]1[CH:3]=[C:4]([CH:19]=[CH:20][C:21]=1[N+:22]([O-])=O)[C:5]([O:7][C:8]1[CH:13]=[CH:12][C:11]([CH2:14][CH2:15][CH2:16][CH2:17][CH3:18])=[CH:10][CH:9]=1)=[O:6]. The catalyst is C(OCC)(=O)C.[Pd]. The product is [NH2:22][C:21]1[CH:20]=[CH:19][C:4]([C:5]([O:7][C:8]2[CH:13]=[CH:12][C:11]([CH2:14][CH2:15][CH2:16][CH2:17][CH3:18])=[CH:10][CH:9]=2)=[O:6])=[CH:3][C:2]=1[CH3:1]. The yield is 0.980. (3) The reactants are [Br:1][CH2:2][CH:3]([OH:6])[CH2:4][Br:5].N1C=CN=C1.[C:12]([Si:16](Cl)([C:23]1[CH:28]=[CH:27][CH:26]=[CH:25][CH:24]=1)[C:17]1[CH:22]=[CH:21][CH:20]=[CH:19][CH:18]=1)([CH3:15])([CH3:14])[CH3:13]. The catalyst is C(Cl)Cl.CN(C)C1C=CN=CC=1.C(OCC)C. The product is [Br:1][CH2:2][CH:3]([CH2:4][Br:5])[O:6][Si:16]([C:12]([CH3:15])([CH3:14])[CH3:13])([C:23]1[CH:24]=[CH:25][CH:26]=[CH:27][CH:28]=1)[C:17]1[CH:22]=[CH:21][CH:20]=[CH:19][CH:18]=1. The yield is 1.00. (4) The reactants are Br[C:2]1[CH:3]=[C:4]2[C:9](=[CH:10][CH:11]=1)[CH:8]=[C:7]([C:12]1([N+:20]([O-:22])=[O:21])[CH2:17]OC(C)(C)O[CH2:13]1)[CH:6]=[CH:5]2.[O:23]([C:30]1[CH:35]=[CH:34][C:33]([OH:36])=[CH:32][CH:31]=1)[C:24]1[CH:29]=[CH:28][CH:27]=[CH:26][CH:25]=1.Cl.CN(C)[CH2:40][C:41]([OH:43])=[O:42].O1CCOC[CH2:46]1. The catalyst is [Cu]I. The product is [CH3:46][C:41]1([CH3:40])[O:42][CH2:13][C:12]([N+:20]([O-:22])=[O:21])([C:7]2[CH:6]=[CH:5][C:4]3[C:9](=[CH:10][CH:11]=[C:2]([O:36][C:33]4[CH:32]=[CH:31][C:30]([O:23][C:24]5[CH:29]=[CH:28][CH:27]=[CH:26][CH:25]=5)=[CH:35][CH:34]=4)[CH:3]=3)[CH:8]=2)[CH2:17][O:43]1. The yield is 0.820.